Dataset: Full USPTO retrosynthesis dataset with 1.9M reactions from patents (1976-2016). Task: Predict the reactants needed to synthesize the given product. (1) Given the product [O:10]=[C:7]1[CH2:6][CH2:5][C:4]2([O:3][CH2:2][CH2:1][O:11]2)[CH2:9][CH:8]1[C:4]([O:3][CH3:2])=[O:11], predict the reactants needed to synthesize it. The reactants are: [CH2:1]1[O:11][C:4]2([CH2:9][CH2:8][C:7](=[O:10])[CH2:6][CH2:5]2)[O:3][CH2:2]1.[H-].[Na+]. (2) Given the product [Cl:36][C:37]1[CH:38]=[CH:39][C:40]([CH2:41][C:42]2[N:46]3[C:47]([CH3:54])=[CH:48][C:49]([C:51]([NH:68][CH:65]4[CH2:66][CH2:67][O:62][CH2:63][CH2:64]4)=[O:53])=[CH:50][C:45]3=[N:44][C:43]=2[C:55]([F:57])([F:58])[CH3:56])=[CH:59][CH:60]=1, predict the reactants needed to synthesize it. The reactants are: FC1(F)CCC(CC2N3C(C)=CC(C(NC4CCC5(COC5)CC4)=O)=CC3=NC=2C(F)(F)F)CC1.[Cl:36][C:37]1[CH:60]=[CH:59][C:40]([CH2:41][C:42]2[N:46]3[C:47]([CH3:54])=[CH:48][C:49]([C:51]([OH:53])=O)=[CH:50][C:45]3=[N:44][C:43]=2[C:55]([F:58])([F:57])[CH3:56])=[CH:39][CH:38]=1.Cl.[O:62]1[CH2:67][CH2:66][CH:65]([NH2:68])[CH2:64][CH2:63]1.